The task is: Predict which catalyst facilitates the given reaction.. This data is from Catalyst prediction with 721,799 reactions and 888 catalyst types from USPTO. Reactant: [C:1]([C:3]1[NH:7][CH:6]=[C:5]([C:8]([O:10][CH2:11][CH3:12])=[O:9])[C:4]=1[C:13]1[CH:18]=[CH:17][CH:16]=[CH:15][C:14]=1[N+:19]([O-:21])=[O:20])#[N:2].[H-].[Na+].[NH2:24]OP(=O)(C1C=CC=CC=1)C1C=CC=CC=1. Product: [NH2:24][N:7]1[C:3]([C:1]#[N:2])=[C:4]([C:13]2[CH:18]=[CH:17][CH:16]=[CH:15][C:14]=2[N+:19]([O-:21])=[O:20])[C:5]([C:8]([O:10][CH2:11][CH3:12])=[O:9])=[CH:6]1. The catalyst class is: 3.